The task is: Binary Classification. Given a drug SMILES string, predict its activity (active/inactive) in a high-throughput screening assay against a specified biological target.. This data is from M1 muscarinic receptor antagonist screen with 61,756 compounds. (1) The compound is O(c1cc(CC(OCC(=O)NC(OCC)=O)=O)cc(OC)c1OC)C. The result is 0 (inactive). (2) The molecule is FC(F)(F)c1cc(CN2C(CC(OCC)=O)C(=O)NCC2)ccc1. The result is 0 (inactive). (3) The drug is s1c2c(CCCCC2)c(C(=O)NCCCN2CCN(CC2)CC)c1. The result is 0 (inactive). (4) The drug is S(=O)(=O)(Nc1c(C(=O)NCCCOC)cccc1)C. The result is 0 (inactive). (5) The drug is O1c2c(OC1)ccc(c2)C(=O)COc1c(NC(=O)C)cccc1. The result is 0 (inactive). (6) The drug is S1C(CC(=O)N=C1N)C(=O)Nc1ccc(C(C)C)cc1. The result is 0 (inactive). (7) The compound is O(Cc1nc2c([n+]([O-])c1C(OCC)=O)cccc2)C(=O)c1occc1. The result is 0 (inactive). (8) The drug is s1c(N(C(=O)C2OCCC2)C)nnc1c1c(OC)cccc1. The result is 0 (inactive). (9) The result is 0 (inactive). The drug is S(=O)(=O)(N)c1ccc(NC(=O)CN2CC(CC(C2)C)C)cc1. (10) The molecule is Brc1c(OC)c(OCC)cc(c1)c1nc(on1)c1ccncc1. The result is 0 (inactive).